This data is from Reaction yield outcomes from USPTO patents with 853,638 reactions. The task is: Predict the reaction yield, written as a fraction of the theoretical maximum amount of product (1.0 means a 100% yield; for example, 0.34 means a 34% yield). (1) The reactants are [Cl:1][C:2]1[S:6][C:5]([C:7]2([OH:27])[CH2:12][CH2:11][N:10]([CH2:13][C:14]([C:16]3[CH:17]=[C:18]4[C:23](=[CH:24][CH:25]=3)[NH:22][C:21](=[O:26])[CH2:20][CH2:19]4)=[O:15])[CH2:9][CH2:8]2)=[CH:4][CH:3]=1.[BH4-].[Na+]. The catalyst is C(O)C. The product is [Cl:1][C:2]1[S:6][C:5]([C:7]2([OH:27])[CH2:12][CH2:11][N:10]([CH2:13][CH:14]([C:16]3[CH:17]=[C:18]4[C:23](=[CH:24][CH:25]=3)[NH:22][C:21](=[O:26])[CH2:20][CH2:19]4)[OH:15])[CH2:9][CH2:8]2)=[CH:4][CH:3]=1. The yield is 0.759. (2) The reactants are [Br:1][C:2]1[S:6][C:5]([C:7]2[NH:11][C:10]3[C:12]([OH:19])=[CH:13][CH:14]=[C:15]([C:16]([OH:18])=O)[C:9]=3[N:8]=2)=[CH:4][CH:3]=1.[NH2:20][C@H:21]1[CH2:26][CH2:25][CH2:24][N:23]([C:27]([O:29][C:30]([CH3:33])([CH3:32])[CH3:31])=[O:28])[CH2:22]1. No catalyst specified. The product is [Br:1][C:2]1[S:6][C:5]([C:7]2[NH:11][C:10]3[C:12]([OH:19])=[CH:13][CH:14]=[C:15]([C:16]([NH:20][C@H:21]4[CH2:26][CH2:25][CH2:24][N:23]([C:27]([O:29][C:30]([CH3:33])([CH3:32])[CH3:31])=[O:28])[CH2:22]4)=[O:18])[C:9]=3[N:8]=2)=[CH:4][CH:3]=1. The yield is 0.350. (3) The reactants are [C:1]1([S:7](Cl)(=[O:9])=[O:8])[CH:6]=[CH:5][CH:4]=[CH:3][CH:2]=1.[CH3:11][N:12]1[CH2:17][CH2:16][CH:15]([C:18]2[C:26]3[C:21](=[CH:22][CH:23]=[C:24]([OH:27])[CH:25]=3)[NH:20][CH:19]=2)[CH2:14][CH2:13]1.[OH-].[Na+]. The product is [CH3:11][N:12]1[CH2:17][CH2:16][CH:15]([C:18]2[C:26]3[C:21](=[CH:22][CH:23]=[C:24]([O:27][S:7]([C:1]4[CH:6]=[CH:5][CH:4]=[CH:3][CH:2]=4)(=[O:9])=[O:8])[CH:25]=3)[NH:20][CH:19]=2)[CH2:14][CH2:13]1. The yield is 0.750. The catalyst is C1COCC1. (4) The catalyst is CC(O)C. The yield is 0.770. The reactants are [Cl:1][C:2]1[CH:3]=[C:4]([CH:6]=[CH:7][C:8]=1[O:9][CH2:10][C:11]1[CH:16]=[CH:15][CH:14]=[C:13]([F:17])[CH:12]=1)[NH2:5].Cl.Cl[C:20]1[C:29]2[C:24](=[CH:25][CH:26]=[CH:27][C:28]=2[F:30])[N:23]=[CH:22][N:21]=1.C(N(C(C)C)CC)(C)C. The product is [Cl:1][C:2]1[CH:3]=[C:4]([CH:6]=[CH:7][C:8]=1[O:9][CH2:10][C:11]1[CH:16]=[CH:15][CH:14]=[C:13]([F:17])[CH:12]=1)[NH:5][C:20]1[C:29]2[C:24](=[CH:25][CH:26]=[CH:27][C:28]=2[F:30])[N:23]=[CH:22][N:21]=1. (5) The reactants are Br[C:2]1[CH:10]=[CH:9][C:5]([C:6]([OH:8])=[O:7])=[CH:4][C:3]=1[CH3:11].C([Li])CCC.[C:17]1(=[O:22])[CH2:21][CH2:20][CH2:19][CH2:18]1. The catalyst is O1CCCC1.[OH-].[Na+]. The product is [OH:22][C:17]1([C:2]2[CH:10]=[CH:9][C:5]([C:6]([OH:8])=[O:7])=[CH:4][C:3]=2[CH3:11])[CH2:21][CH2:20][CH2:19][CH2:18]1. The yield is 0.260. (6) The reactants are C1(P(C2C=CC=CC=2)C2C=CC=CC=2)C=CC=CC=1.[CH3:20][CH2:21][O:22][C:23](/N=N/[C:23]([O:22][CH2:21][CH3:20])=[O:24])=[O:24].C1(C)C=CC=CC=1.C(OC(=O)[CH:43]([C:47]1[CH:52]=[C:51]([F:53])[C:50]([OH:54])=[C:49]([F:55])[CH:48]=1)[CH2:44][CH:45]=O)C.[C:57]([O:61][C:62]([N:64]1[CH2:69][CH2:68][CH:67](O)[CH2:66][CH2:65]1)=[O:63])([CH3:60])([CH3:59])[CH3:58].C1C[O:74]CC1. No catalyst specified. The product is [C:57]([O:61][C:62]([N:64]1[CH2:69][CH2:68][CH:67]([O:54][C:50]2[C:49]([F:55])=[CH:48][C:47]([C:43](=[O:74])[CH2:44][CH2:45][C:23]([O:22][CH2:21][CH3:20])=[O:24])=[CH:52][C:51]=2[F:53])[CH2:66][CH2:65]1)=[O:63])([CH3:60])([CH3:59])[CH3:58]. The yield is 0.490. (7) The reactants are Br[C:2]1[S:3][C:4]([C:15]([O:17][CH2:18][CH3:19])=[O:16])=[C:5]([CH2:7][C:8]2[CH:13]=[CH:12][C:11]([Cl:14])=[CH:10][CH:9]=2)[N:6]=1.C([Sn](CCCC)(CCCC)[C:25]1[CH2:26][CH2:27][O:28][CH2:29][CH:30]=1)CCC.[Cl-].[Li+].O1CCOCC1. The catalyst is C1C=CC([P]([Pd]([P](C2C=CC=CC=2)(C2C=CC=CC=2)C2C=CC=CC=2)([P](C2C=CC=CC=2)(C2C=CC=CC=2)C2C=CC=CC=2)[P](C2C=CC=CC=2)(C2C=CC=CC=2)C2C=CC=CC=2)(C2C=CC=CC=2)C2C=CC=CC=2)=CC=1.[Cu]I. The product is [CH2:18]([O:17][C:15]([C:4]1[S:3][C:2]([C:25]2[CH2:30][CH2:29][O:28][CH2:27][CH:26]=2)=[N:6][C:5]=1[CH2:7][C:8]1[CH:13]=[CH:12][C:11]([Cl:14])=[CH:10][CH:9]=1)=[O:16])[CH3:19]. The yield is 0.389. (8) The reactants are [N:1]1[CH:2]=[CH:3][N:4]2[CH:9]=[CH:8][C:7]([C:10]([OH:12])=O)=[CH:6][C:5]=12.[NH:13]1[CH2:18][CH2:17][CH2:16][C@@H:15]2[C:19]3[CH:20]=[CH:21][CH:22]=[CH:23][C:24]=3[CH2:25][C@H:14]12.F[P-](F)(F)(F)(F)F.N1(OC(N(C)C)=[N+](C)C)C2N=CC=CC=2N=N1. No catalyst specified. The product is [N:13]1([C:10]([C:7]2[CH:8]=[CH:9][N:4]3[CH:3]=[CH:2][N:1]=[C:5]3[CH:6]=2)=[O:12])[CH2:18][CH2:17][CH2:16][C@@H:15]2[C:19]3[CH:20]=[CH:21][CH:22]=[CH:23][C:24]=3[CH2:25][C@H:14]12. The yield is 0.180.